From a dataset of Forward reaction prediction with 1.9M reactions from USPTO patents (1976-2016). Predict the product of the given reaction. Given the reactants BrC1C([C@@H](NC(=O)CN2C3C(F)(F)CCC(F)(F)C=3C(C(F)F)=N2)CC2C=C(F)C=C(F)C=2)=NC=C(Br)C=1.[NH2:39][C:40]1[C:48]2[C:43](=[C:44]([C:49]3[CH:50]=[CH:51][C:52]([C:66]#[C:67][C:68]([CH3:71])([OH:70])[CH3:69])=[N:53][C:54]=3[C@@H:55]([NH2:65])[CH2:56][C:57]3[CH:62]=[C:61]([F:63])[CH:60]=[C:59]([F:64])[CH:58]=3)[CH:45]=[CH:46][CH:47]=2)[N:42]([CH2:72][CH3:73])[N:41]=1.[F:74][C:75]1([F:92])[C:79]2[N:80]([CH2:87][C:88](O)=[O:89])[N:81]=[C:82]([C:83]([F:86])([F:85])[F:84])[C:78]=2[C@H:77]2[CH2:91][C@@H:76]12, predict the reaction product. The product is: [NH2:39][C:40]1[C:48]2[C:43](=[C:44]([C:49]3[C:54]([C@@H:55]([NH:65][C:88](=[O:89])[CH2:87][N:80]4[C:79]5[C:75]([F:74])([F:92])[C@@H:76]6[CH2:91][C@@H:77]6[C:78]=5[C:82]([C:83]([F:85])([F:84])[F:86])=[N:81]4)[CH2:56][C:57]4[CH:62]=[C:61]([F:63])[CH:60]=[C:59]([F:64])[CH:58]=4)=[N:53][C:52]([C:66]#[C:67][C:68]([OH:70])([CH3:69])[CH3:71])=[CH:51][CH:50]=3)[CH:45]=[CH:46][CH:47]=2)[N:42]([CH2:72][CH3:73])[N:41]=1.